From a dataset of Full USPTO retrosynthesis dataset with 1.9M reactions from patents (1976-2016). Predict the reactants needed to synthesize the given product. (1) Given the product [ClH:1].[C:2]([O:6][C:7]([NH:9][CH2:10][C@H:11]1[CH2:12][CH2:13][C@H:14]([C:17]([NH:19][C@H:20]([C:41]([NH:43][C:44]2[CH:49]=[CH:48][C:47]([C:50]3[NH:54][N:53]=[C:52]([C:55]([F:62])([F:63])[C:56]([F:61])([F:60])[C:57]([OH:59])=[O:58])[N:51]=3)=[CH:46][CH:45]=2)=[O:42])[CH2:21][C:22]2[CH:27]=[CH:26][CH:25]=[C:24]([C:28]3[CH:29]=[N:30][C:31]([O:34][CH2:35][CH2:36][CH2:37][N:38]([CH3:39])[CH3:40])=[CH:32][CH:33]=3)[CH:23]=2)=[O:18])[CH2:15][CH2:16]1)=[O:8])([CH3:5])([CH3:3])[CH3:4], predict the reactants needed to synthesize it. The reactants are: [ClH:1].[C:2]([O:6][C:7]([NH:9][CH2:10][C@H:11]1[CH2:16][CH2:15][C@H:14]([C:17]([NH:19][C@H:20]([C:41]([NH:43][C:44]2[CH:49]=[CH:48][C:47]([C:50]3[NH:54][N:53]=[C:52]([C:55]([F:63])([F:62])[C:56]([F:61])([F:60])[C:57]([OH:59])=[O:58])[N:51]=3)=[CH:46][CH:45]=2)=[O:42])[CH2:21][C:22]2[CH:27]=[CH:26][CH:25]=[C:24]([C:28]3[CH:29]=[N:30][C:31]([O:34][CH2:35][CH2:36][CH2:37][N:38]([CH3:40])[CH3:39])=[CH:32][CH:33]=3)[CH:23]=2)=[O:18])[CH2:13][CH2:12]1)=[O:8])([CH3:5])([CH3:4])[CH3:3]. (2) Given the product [I:37][CH2:2][CH2:3][CH2:4][NH:5][C:6](=[O:12])[O:7][C:8]([CH3:11])([CH3:10])[CH3:9], predict the reactants needed to synthesize it. The reactants are: O[CH2:2][CH2:3][CH2:4][NH:5][C:6](=[O:12])[O:7][C:8]([CH3:11])([CH3:10])[CH3:9].C1(P(C2C=CC=CC=2)C2C=CC=CC=2)C=CC=CC=1.N1C=CN=C1.[I:37]I. (3) Given the product [CH3:1][O:2][C:3]1[CH:4]=[C:5]([CH2:21][CH2:22][C:23]([OH:25])=[O:24])[CH:6]=[C:7]([C:9]2[CH:18]=[CH:17][C:16]3[C:11](=[CH:12][CH:13]=[C:14]([O:19][CH3:20])[CH:15]=3)[CH:10]=2)[CH:8]=1, predict the reactants needed to synthesize it. The reactants are: [CH3:1][O:2][C:3]1[CH:4]=[C:5](/[CH:21]=[CH:22]/[C:23]([OH:25])=[O:24])[CH:6]=[C:7]([C:9]2[CH:18]=[CH:17][C:16]3[C:11](=[CH:12][CH:13]=[C:14]([O:19][CH3:20])[CH:15]=3)[CH:10]=2)[CH:8]=1. (4) Given the product [C:1]([O:5][C:6]([NH:8][S:9]([C:12]1([CH:20]([OH:27])[C:21]2[CH:26]=[CH:25][CH:24]=[CH:23][CH:22]=2)[CH2:13][CH2:14]1)(=[O:11])=[O:10])=[O:7])([CH3:4])([CH3:2])[CH3:3], predict the reactants needed to synthesize it. The reactants are: [C:1]([O:5][C:6]([NH:8][S:9]([CH:12]1[CH2:14][CH2:13]1)(=[O:11])=[O:10])=[O:7])([CH3:4])([CH3:3])[CH3:2].C([Li])CCC.[CH:20](=[O:27])[C:21]1[CH:26]=[CH:25][CH:24]=[CH:23][CH:22]=1. (5) The reactants are: Cl[C:2]1[CH:7]=[C:6]([N:8]2[C:12]([CH3:13])=[N:11][C:10]([CH3:14])=[N:9]2)[N:5]=[C:4]([CH3:15])[N:3]=1.[NH:16]1[CH2:19][CH:18]([C:20]2[N:24]([CH3:25])[C:23]3[CH:26]=[CH:27][CH:28]=[CH:29][C:22]=3[N:21]=2)[CH2:17]1.C([O-])([O-])=O.[Cs+].[Cs+]. Given the product [CH3:14][C:10]1[N:11]=[C:12]([CH3:13])[N:8]([C:6]2[N:5]=[C:4]([CH3:15])[N:3]=[C:2]([N:16]3[CH2:19][CH:18]([C:20]4[N:24]([CH3:25])[C:23]5[CH:26]=[CH:27][CH:28]=[CH:29][C:22]=5[N:21]=4)[CH2:17]3)[CH:7]=2)[N:9]=1, predict the reactants needed to synthesize it. (6) Given the product [CH2:24]([N:26]([CH2:30][CH3:31])[C:27]([N:13]1[CH2:12][CH2:11][CH:10]([N:9]([C@H:16]2[CH2:21][CH2:20][C@H:19]([CH3:22])[CH2:18][CH2:17]2)[C:8]([NH:7][C:5]2[S:6][C:2]([Cl:1])=[CH:3][N:4]=2)=[O:23])[CH2:15][CH2:14]1)=[O:28])[CH3:25], predict the reactants needed to synthesize it. The reactants are: [Cl:1][C:2]1[S:6][C:5]([NH:7][C:8](=[O:23])[N:9]([C@H:16]2[CH2:21][CH2:20][C@H:19]([CH3:22])[CH2:18][CH2:17]2)[CH:10]2[CH2:15][CH2:14][NH:13][CH2:12][CH2:11]2)=[N:4][CH:3]=1.[CH2:24]([N:26]([CH2:30][CH3:31])[C:27](Cl)=[O:28])[CH3:25].